Dataset: Forward reaction prediction with 1.9M reactions from USPTO patents (1976-2016). Task: Predict the product of the given reaction. (1) Given the reactants Br[C:2]1[CH:3]=[CH:4][C:5]([O:8][CH3:9])=[N:6][CH:7]=1.[Li][CH2:11][CH2:12][CH2:13]C.C(#N)CC.CC[O:21]CC, predict the reaction product. The product is: [CH3:9][O:8][C:5]1[N:6]=[CH:7][C:2]([C:11](=[O:21])[CH2:12][CH3:13])=[CH:3][CH:4]=1. (2) The product is: [F:8][C:3]1[C:2]([C:17]2([OH:20])[CH2:18][CH2:19][O:14][CH2:15][CH2:16]2)=[CH:7][CH:6]=[CH:5][N:4]=1. Given the reactants Br[C:2]1[C:3]([F:8])=[N:4][CH:5]=[CH:6][CH:7]=1.C([Mg]Cl)(C)C.[O:14]1[CH2:19][CH2:18][C:17](=[O:20])[CH2:16][CH2:15]1, predict the reaction product. (3) Given the reactants C([O:5][C:6]([C@@H:8]1[CH2:10][C@H:9]1[C:11]1[CH:20]=[CH:19][C:14]([C:15]([O:17][CH3:18])=[O:16])=[CH:13][CH:12]=1)=[O:7])(C)(C)C.C(O)(C(F)(F)F)=O, predict the reaction product. The product is: [CH3:18][O:17][C:15]([C:14]1[CH:19]=[CH:20][C:11]([C@@H:9]2[CH2:10][C@H:8]2[C:6]([OH:7])=[O:5])=[CH:12][CH:13]=1)=[O:16]. (4) Given the reactants [N:1]1([C:7]2[CH:12]=[CH:11][C:10]([NH:13][C:14]([C:16]3[CH:17]=[C:18]([CH:27]=[CH:28][CH:29]=3)[CH2:19][S:20][CH2:21][CH2:22][C:23]([O:25]C)=[O:24])=[O:15])=[C:9]([C:30]3[CH:35]=[C:34]([NH:36][CH2:37][C:38]4[CH:43]=[CH:42][CH:41]=[C:40]([C:44]([F:47])([F:46])[F:45])[CH:39]=4)[CH:33]=[CH:32][N:31]=3)[CH:8]=2)[CH2:6][CH2:5][CH2:4][CH2:3][CH2:2]1.[Li+].[OH-].Cl, predict the reaction product. The product is: [N:1]1([C:7]2[CH:12]=[CH:11][C:10]([NH:13][C:14]([C:16]3[CH:17]=[C:18]([CH:27]=[CH:28][CH:29]=3)[CH2:19][S:20][CH2:21][CH2:22][C:23]([OH:25])=[O:24])=[O:15])=[C:9]([C:30]3[CH:35]=[C:34]([NH:36][CH2:37][C:38]4[CH:43]=[CH:42][CH:41]=[C:40]([C:44]([F:46])([F:47])[F:45])[CH:39]=4)[CH:33]=[CH:32][N:31]=3)[CH:8]=2)[CH2:6][CH2:5][CH2:4][CH2:3][CH2:2]1. (5) The product is: [ClH:16].[CH2:32]([CH:27]1[N:26]2[C:17](=[N:18][C:19]3[C:24]([C:25]2=[O:36])=[CH:23][CH:22]=[CH:21][CH:20]=3)[N:13]([CH2:12][C:11]2[CH:14]=[CH:15][C:8]([N:5]3[CH2:6][CH2:7][N:2]([CH3:1])[CH2:3][CH2:4]3)=[CH:9][CH:10]=2)[C:28]1=[O:29])[CH:33]([CH3:35])[CH3:34]. Given the reactants [CH3:1][N:2]1[CH2:7][CH2:6][N:5]([C:8]2[CH:15]=[CH:14][C:11]([CH2:12][NH2:13])=[CH:10][CH:9]=2)[CH2:4][CH2:3]1.[Cl:16][C:17]1[N:26]([CH:27]([CH2:32][CH:33]([CH3:35])[CH3:34])[C:28](OC)=[O:29])[C:25](=[O:36])[C:24]2[C:19](=[CH:20][CH:21]=[CH:22][CH:23]=2)[N:18]=1, predict the reaction product. (6) Given the reactants Br[CH:2]([C:11]1[N:20]=[CH:19][C:18]2[N:17]3[CH:21]=[N:22][N:23]=[C:16]3[C@@H:15]([CH2:24][CH3:25])[N:14]([CH:26]3[CH2:30][CH2:29][CH2:28][CH2:27]3)[C:13]=2[N:12]=1)[C:3]([C:5]1[CH:10]=[CH:9][CH:8]=[CH:7][CH:6]=1)=O.[CH2:31]([NH2:34])[CH2:32][NH2:33].C([O-])([O-])=O.[Na+].[Na+], predict the reaction product. The product is: [CH:26]1([N:14]2[C:13]3[N:12]=[C:11]([C:2]4[C:3]([C:5]5[CH:10]=[CH:9][CH:8]=[CH:7][CH:6]=5)=[N:34][CH:31]=[CH:32][N:33]=4)[N:20]=[CH:19][C:18]=3[N:17]3[CH:21]=[N:22][N:23]=[C:16]3[C@H:15]2[CH2:24][CH3:25])[CH2:30][CH2:29][CH2:28][CH2:27]1. (7) Given the reactants [Cl:1][CH2:2][C:3]1[O:7][N:6]=[C:5]([C:8]([C:10]2[CH:15]=[CH:14][CH:13]=[CH:12][CH:11]=2)=[O:9])[CH:4]=1.[CH:16]1([Mg]Cl)[CH2:21][CH2:20][CH2:19][CH2:18][CH2:17]1.Cl, predict the reaction product. The product is: [Cl:1][CH2:2][C:3]1[O:7][N:6]=[C:5]([C:8]([CH:16]2[CH2:21][CH2:20][CH2:19][CH2:18][CH2:17]2)([C:10]2[CH:15]=[CH:14][CH:13]=[CH:12][CH:11]=2)[OH:9])[CH:4]=1. (8) Given the reactants [CH2:1]([O:8][C:9]1[CH:10]=[CH:11][C:12]2[CH2:16][C:15](=O)[C:13]=2[CH:14]=1)[C:2]1[CH:7]=[CH:6][CH:5]=[CH:4][CH:3]=1.[CH3:18]C([O-])(C)C.[K+], predict the reaction product. The product is: [CH2:1]([O:8][C:9]1[CH:10]=[CH:11][C:12]2[CH2:16][C:15](=[CH2:18])[C:13]=2[CH:14]=1)[C:2]1[CH:7]=[CH:6][CH:5]=[CH:4][CH:3]=1.